Predict the product of the given reaction. From a dataset of Forward reaction prediction with 1.9M reactions from USPTO patents (1976-2016). (1) Given the reactants [CH3:1][O:2][C:3]1[CH:4]=[C:5]2[C:10](=[CH:11][CH:12]=1)[CH:9]=[C:8]([CH2:13]O)[CH:7]=[CH:6]2.O=S(Cl)[Cl:17], predict the reaction product. The product is: [Cl:17][CH2:13][C:8]1[CH:7]=[CH:6][C:5]2[C:10](=[CH:11][CH:12]=[C:3]([O:2][CH3:1])[CH:4]=2)[CH:9]=1. (2) Given the reactants [CH:1]([C:3]1[C:11]2[C:6](=[CH:7][CH:8]=[CH:9][CH:10]=2)[NH:5][C:4]=1[C:12]1[CH:19]=[CH:18][C:15]([C:16]#[N:17])=[CH:14][CH:13]=1)=O.[C:20]1([S:26]([CH2:29][C:30]#[N:31])(=[O:28])=[O:27])[CH:25]=[CH:24][CH:23]=[CH:22][CH:21]=1, predict the reaction product. The product is: [C:20]1([S:26]([C:29]([C:30]#[N:31])=[CH:1][C:3]2[C:11]3[C:6](=[CH:7][CH:8]=[CH:9][CH:10]=3)[NH:5][C:4]=2[C:12]2[CH:19]=[CH:18][C:15]([C:16]#[N:17])=[CH:14][CH:13]=2)(=[O:27])=[O:28])[CH:21]=[CH:22][CH:23]=[CH:24][CH:25]=1. (3) The product is: [C:33]([O:37][C:38](=[O:69])[NH:39][C:40]1([C:44]2[CH:45]=[CH:46][C:47]([C:50]3[C:59](=[O:60])[C:58]4[CH:57]=[CH:56][C:55]5[N:61]=[C:29]([CH:28]([F:32])[F:27])[NH:62][C:54]=5[C:53]=4[O:52][C:51]=3[C:63]3[CH:64]=[CH:65][CH:66]=[CH:67][CH:68]=3)=[CH:48][CH:49]=2)[CH2:43][CH2:42][CH2:41]1)([CH3:36])([CH3:34])[CH3:35]. Given the reactants C1(P(C2C=CC=CC=2)C2C=CC=CC=2)C=CC=CC=1.C(N(CC)CC)C.[F:27][CH:28]([F:32])[C:29](O)=O.[C:33]([O:37][C:38](=[O:69])[NH:39][C:40]1([C:44]2[CH:49]=[CH:48][C:47]([C:50]3[C:59](=[O:60])[C:58]4[C:53](=[C:54]([NH2:62])[C:55]([NH2:61])=[CH:56][CH:57]=4)[O:52][C:51]=3[C:63]3[CH:68]=[CH:67][CH:66]=[CH:65][CH:64]=3)=[CH:46][CH:45]=2)[CH2:43][CH2:42][CH2:41]1)([CH3:36])([CH3:35])[CH3:34], predict the reaction product. (4) Given the reactants [F:1][C:2]1[C:21]([NH:22][C:23]([NH:25]C2C=CN=C(C)C=2)=[O:24])=[CH:20][CH:19]=[CH:18][C:3]=1[CH2:4][N:5]1[CH2:10][CH2:9][N:8]([C:11]([O:13][C:14]([CH3:17])([CH3:16])C)=[O:12])[CH2:7][CH2:6]1.Cl.CCN(CC)CC.[CH:41]1[C:46]([N+:47]([O-])=O)=[CH:45][CH:44]=[C:43]([Cl-]C([O-])=O)[CH:42]=1.OC1C[CH2:59][O:58][CH2:57]C1.[H-].[Na+].C(=O)([O-])N, predict the reaction product. The product is: [F:1][C:2]1[C:21]([NH:22][C:23]([NH:25][C:43]2[CH:42]=[N:47][C:46]([CH3:41])=[CH:45][CH:44]=2)=[O:24])=[CH:20][CH:19]=[CH:18][C:3]=1[CH2:4][N:5]1[CH2:10][CH2:9][N:8]([C:11]([O:13][CH:14]2[CH2:16][CH2:59][O:58][CH2:57][CH2:17]2)=[O:12])[CH2:7][CH2:6]1. (5) Given the reactants [C:1]1([CH2:7][CH2:8][CH2:9][CH:10]([NH:20][C:21]([CH:23]2[CH2:28][CH2:27][N:26]([CH3:29])[CH2:25][CH2:24]2)=[O:22])[CH2:11][CH2:12][CH2:13][C:14]2[CH:19]=[CH:18][CH:17]=[CH:16][CH:15]=2)[CH:6]=[CH:5][CH:4]=[CH:3][CH:2]=1.[O:30]1[CH2:32][C@@H:31]1[CH2:33][O:34][C:35]1[CH:44]=[CH:43][CH:42]=[C:41]2[C:36]=1[CH:37]=[CH:38][CH:39]=[N:40]2, predict the reaction product. The product is: [C:1]1([CH2:7][CH2:8][CH2:9][CH:10]([NH:20][C:21]([CH:23]2[CH2:28][CH2:27][N:26]([CH2:29][CH2:32][C@@H:31]([OH:30])[CH2:33][O:34][C:35]3[CH:44]=[CH:43][CH:42]=[C:41]4[C:36]=3[CH:37]=[CH:38][CH:39]=[N:40]4)[CH2:25][CH2:24]2)=[O:22])[CH2:11][CH2:12][CH2:13][C:14]2[CH:15]=[CH:16][CH:17]=[CH:18][CH:19]=2)[CH:2]=[CH:3][CH:4]=[CH:5][CH:6]=1. (6) Given the reactants [CH2:1]([C@@H:5]1[NH:10][CH2:9][C@H:8]([C:11]2[CH:16]=[CH:15][CH:14]=[CH:13][CH:12]=2)[NH:7][C:6]1=[O:17])[CH:2]([CH3:4])[CH3:3].[Cl:18][C:19]1[CH:24]=[CH:23][C:22]([C@@H:25]2[CH2:27][C@H:26]2[C:28](O)=[O:29])=[CH:21][CH:20]=1.C([C@@H]1N(C([C@@H]2C[C@H]2C2C=CC=CC=2)=O)C[C@H](CC(C)C)NC1=O)C(C)C, predict the reaction product. The product is: [Cl:18][C:19]1[CH:20]=[CH:21][C:22]([C@@H:25]2[CH2:27][C@H:26]2[C:28]([N:10]2[CH2:9][C@H:8]([C:11]3[CH:12]=[CH:13][CH:14]=[CH:15][CH:16]=3)[NH:7][C:6](=[O:17])[C@@H:5]2[CH2:1][CH:2]([CH3:4])[CH3:3])=[O:29])=[CH:23][CH:24]=1. (7) Given the reactants [CH3:1][C:2]1[CH:11]=[CH:10][CH:9]=[C:8]([N+:12]([O-:14])=[O:13])[C:3]=1[C:4]([O:6][CH3:7])=[O:5].C1C(=O)N([Br:22])C(=O)C1, predict the reaction product. The product is: [Br:22][CH2:1][C:2]1[CH:11]=[CH:10][CH:9]=[C:8]([N+:12]([O-:14])=[O:13])[C:3]=1[C:4]([O:6][CH3:7])=[O:5].